Dataset: Full USPTO retrosynthesis dataset with 1.9M reactions from patents (1976-2016). Task: Predict the reactants needed to synthesize the given product. (1) The reactants are: CON(C)[C:4]([C:6]1[CH:11]=[CH:10][N:9]=[C:8]([CH2:12][NH:13][C:14]([C:16]2[CH:25]=[C:24]([CH3:26])[C:23]3[C:18](=[C:19]([C:30]([F:33])([F:32])[F:31])[CH:20]=[C:21]([CH:27]4[CH2:29][CH2:28]4)[CH:22]=3)[N:17]=2)=[O:15])[CH:7]=1)=[O:5].CN1CCOCC1.ClC(OCC(C)C)=O.[NH4+].[OH-].Cl. Given the product [CH:4]([C:6]1[CH:11]=[CH:10][N:9]=[C:8]([CH2:12][NH:13][C:14]([C:16]2[CH:25]=[C:24]([CH3:26])[C:23]3[C:18](=[C:19]([C:30]([F:32])([F:33])[F:31])[CH:20]=[C:21]([CH:27]4[CH2:28][CH2:29]4)[CH:22]=3)[N:17]=2)=[O:15])[CH:7]=1)=[O:5], predict the reactants needed to synthesize it. (2) Given the product [CH2:1]([O:3][C:4]([CH:5]1[CH:11]([C:16]2[C:21]([O:22][CH3:23])=[CH:20][C:19]([O:24][CH3:25])=[CH:18][C:17]=2[O:26][CH3:27])[CH2:12][NH:13][C:6]1=[O:7])=[O:28])[CH3:2], predict the reactants needed to synthesize it. The reactants are: [CH2:1]([O:3][C:4](=[O:28])[CH:5]([CH:11]([C:16]1[C:21]([O:22][CH3:23])=[CH:20][C:19]([O:24][CH3:25])=[CH:18][C:17]=1[O:26][CH3:27])[CH2:12][N+:13]([O-])=O)[C:6](OCC)=[O:7])[CH3:2].C(O)(=O)C.C([O-])([O-])=O.[Na+].[Na+]. (3) The reactants are: [Br:1][C:2]1[CH:7]=[CH:6][C:5]([OH:8])=[C:4]([N+:9]([O-])=O)[CH:3]=1. Given the product [NH2:9][C:4]1[CH:3]=[C:2]([Br:1])[CH:7]=[CH:6][C:5]=1[OH:8], predict the reactants needed to synthesize it. (4) The reactants are: [CH2:1]([O:3][C:4](=[O:14])[NH:5][C:6]([N:8]1[CH2:13][CH2:12][O:11][CH2:10][CH2:9]1)=S)[CH3:2].Cl.Cl.[NH2:17][CH:18]([CH2:33][CH:34]1[CH2:39][CH2:38][CH2:37][CH2:36][CH2:35]1)[C:19]([NH:21][C:22]1([C:31]#[N:32])[CH2:27][CH2:26][N:25]([CH2:28][CH2:29][CH3:30])[CH2:24][CH2:23]1)=[O:20]. Given the product [CH2:1]([O:3][C:4](=[O:14])[NH:5][C:6](=[N:17][CH:18]([C:19](=[O:20])[NH:21][C:22]1([C:31]#[N:32])[CH2:23][CH2:24][N:25]([CH2:28][CH2:29][CH3:30])[CH2:26][CH2:27]1)[CH2:33][CH:34]1[CH2:39][CH2:38][CH2:37][CH2:36][CH2:35]1)[N:8]1[CH2:13][CH2:12][O:11][CH2:10][CH2:9]1)[CH3:2], predict the reactants needed to synthesize it. (5) Given the product [Cl:3][CH2:24][C:21]1[CH:20]=[CH:19][C:18]([C:14]2[CH:15]=[CH:16][CH:17]=[C:12]([C:11]([F:27])([F:26])[F:10])[CH:13]=2)=[N:23][CH:22]=1, predict the reactants needed to synthesize it. The reactants are: S(Cl)([Cl:3])=O.CN(C)C=O.[F:10][C:11]([F:27])([F:26])[C:12]1[CH:13]=[C:14]([C:18]2[N:23]=[CH:22][C:21]([CH2:24]O)=[CH:20][CH:19]=2)[CH:15]=[CH:16][CH:17]=1. (6) The reactants are: Cl.Cl[CH2:3][CH2:4][N:5]1[CH2:9][CH2:8][CH2:7][CH2:6]1.[C:10]([C:12]1([NH:15][C:16]([C@@H:18]2[CH2:23][CH2:22][CH2:21][CH2:20][C@H:19]2[C:24]([N:26]2[CH2:39][CH2:38][C:29]3[NH:30][C:31]4[C:32]([OH:37])=[CH:33][CH:34]=[CH:35][C:36]=4[C:28]=3[CH2:27]2)=[O:25])=[O:17])[CH2:14][CH2:13]1)#[N:11].C(=O)([O-])[O-].[K+].[K+]. Given the product [C:10]([C:12]1([NH:15][C:16]([C@@H:18]2[CH2:23][CH2:22][CH2:21][CH2:20][C@H:19]2[C:24]([N:26]2[CH2:39][CH2:38][C:29]3[NH:30][C:31]4[C:32]([O:37][CH2:3][CH2:4][N:5]5[CH2:9][CH2:8][CH2:7][CH2:6]5)=[CH:33][CH:34]=[CH:35][C:36]=4[C:28]=3[CH2:27]2)=[O:25])=[O:17])[CH2:14][CH2:13]1)#[N:11], predict the reactants needed to synthesize it. (7) The reactants are: [Si]([O:8][C:9]1[CH:10]([C:25]2[CH:30]=[CH:29][C:28]([F:31])=[CH:27][CH:26]=2)[CH:11]([C:20]([O:22][CH2:23][CH3:24])=[O:21])[CH:12]([C:15]([O:17][CH2:18][CH3:19])=[O:16])[CH2:13][CH:14]=1)(C(C)(C)C)(C)C.[F:32][C:33]([F:54])([F:53])[C:34]1[CH:35]=[C:36]([C@@H:44](OC(=N)C(Cl)(Cl)Cl)[CH3:45])[CH:37]=[C:38]([C:40]([F:43])([F:42])[F:41])[CH:39]=1.[H+].[B-](F)(F)(F)F. Given the product [F:32][C:33]([F:53])([F:54])[C:34]1[CH:35]=[C:36]([C@H:44]([O:8][C@H:9]2[CH2:14][CH2:13][C@H:12]([C:15]([O:17][CH2:18][CH3:19])=[O:16])[C@@H:11]([C:20]([O:22][CH2:23][CH3:24])=[O:21])[C@@H:10]2[C:25]2[CH:30]=[CH:29][C:28]([F:31])=[CH:27][CH:26]=2)[CH3:45])[CH:37]=[C:38]([C:40]([F:41])([F:42])[F:43])[CH:39]=1, predict the reactants needed to synthesize it. (8) Given the product [F:13][C:10]1[CH:9]=[CH:8][C:7]([C:6]2([OH:37])[C:14]3[N:15]([N:16]=[C:17](/[CH:19]=[CH:20]/[C:21]4[CH:26]=[CH:25][C:24]([N:27]5[CH:31]=[C:30]([CH3:32])[N:29]=[CH:28]5)=[C:23]([O:33][CH3:34])[CH:22]=4)[N:18]=3)[CH2:4][CH2:5]2)=[CH:12][CH:11]=1, predict the reactants needed to synthesize it. The reactants are: O.[Na].Cl[CH2:4][CH2:5][CH:6]([C:14]1[NH:18][C:17](/[CH:19]=[CH:20]/[C:21]2[CH:26]=[CH:25][C:24]([N:27]3[CH:31]=[C:30]([CH3:32])[N:29]=[CH:28]3)=[C:23]([O:33][CH3:34])[CH:22]=2)=[N:16][N:15]=1)[C:7]1[CH:12]=[CH:11][C:10]([F:13])=[CH:9][CH:8]=1.C(OCC)(=[O:37])C.O.C(=O)(O)[O-].[Na+].